Dataset: Full USPTO retrosynthesis dataset with 1.9M reactions from patents (1976-2016). Task: Predict the reactants needed to synthesize the given product. (1) Given the product [Cl:1][C:2]1[C:11]2[C:6](=[CH:7][CH:8]=[C:9]([C:67]([C:69]3[CH:70]=[C:71]([CH3:75])[N:72]=[C:73]([CH3:37])[CH:74]=3)([C:66]3[N:62]([CH3:61])[N:63]=[N:64][CH:65]=3)[OH:68])[CH:10]=2)[N:5]=[C:4]([O:22][CH3:23])[C:3]=1[CH2:24][C:25]1[CH:26]=[CH:27][C:28]([C:31]([F:34])([F:32])[F:33])=[CH:29][CH:30]=1, predict the reactants needed to synthesize it. The reactants are: [Cl:1][C:2]1[C:11]2[C:6](=[CH:7][CH:8]=[C:9](C(C3C(C)=NC(C)=CC=3)O)[CH:10]=2)[N:5]=[C:4]([O:22][CH3:23])[C:3]=1[CH2:24][C:25]1[CH:30]=[CH:29][C:28]([C:31]([F:34])([F:33])[F:32])=[CH:27][CH:26]=1.N1(C2C=CC(CC3C(Cl)=NC4C(C=3Cl)=CC(Br)=CC=4C)=CC=2)C=C[CH:37]=N1.[CH3:61][N:62]1[C:66]([C:67]([C:69]2[CH:74]=[CH:73][N:72]=[C:71]([C:75](F)(F)F)[CH:70]=2)=[O:68])=[CH:65][N:64]=[N:63]1.S1C(CC2C(OC)=NC3C(C=2Cl)=CC(C(C2N(C)C=NC=2)(C2C=NC(C(F)(F)F)=CC=2)O)=CC=3)=CC2C=CC=CC1=2. (2) The reactants are: [NH:1]([C:3]1[N:8]([CH2:9][CH:10]([CH3:12])[CH3:11])[C:7](=[O:13])[N:6]([CH3:14])[C:5](=[O:15])[CH:4]=1)[NH2:2].[Cl:16][C:17]1[CH:18]=[C:19]2[C:23](=[CH:24][CH:25]=1)[NH:22][CH:21]=[C:20]2[CH:26]=O.[CH:28]([C:30]1[N:34]([CH3:35])[CH:33]=[C:32]([C:36]([O:38][CH3:39])=[O:37])[CH:31]=1)=O. Given the product [Cl:16][C:17]1[CH:18]=[C:19]2[C:23](=[CH:24][CH:25]=1)[NH:22][CH:21]=[C:20]2[CH2:26][N:2]1[C:28]([C:30]2[N:34]([CH3:35])[CH:33]=[C:32]([C:36]([O:38][CH3:39])=[O:37])[CH:31]=2)=[C:4]2[C:3]([N:8]([CH2:9][CH:10]([CH3:11])[CH3:12])[C:7](=[O:13])[N:6]([CH3:14])[C:5]2=[O:15])=[N:1]1, predict the reactants needed to synthesize it. (3) Given the product [Cl:15][C:11]1[CH:12]=[C:13]2[C:8](=[CH:9][CH:10]=1)[NH:7][C:6](=[O:16])[C:5]([C@@H:3]([NH:2][C:18]1[CH:23]=[C:22]([I:24])[CH:21]=[CH:20][N:19]=1)[CH3:4])=[CH:14]2, predict the reactants needed to synthesize it. The reactants are: Cl.[NH2:2][C@H:3]([C:5]1[C:6](=[O:16])[NH:7][C:8]2[C:13]([CH:14]=1)=[CH:12][C:11]([Cl:15])=[CH:10][CH:9]=2)[CH3:4].F[C:18]1[CH:23]=[C:22]([I:24])[CH:21]=[CH:20][N:19]=1.CS(C)=O.CCN(C(C)C)C(C)C. (4) Given the product [CH2:1]([O:3][C:4](=[O:14])[CH2:5][CH2:6][C:7]1[CH:12]=[CH:11][CH:10]=[C:9]([C:20]2[O:21][CH:22]=[CH:23][CH:24]=2)[CH:8]=1)[CH3:2], predict the reactants needed to synthesize it. The reactants are: [CH2:1]([O:3][C:4](=[O:14])[CH2:5][CH2:6][C:7]1[CH:12]=[CH:11][CH:10]=[C:9](Br)[CH:8]=1)[CH3:2].C([Sn](CCCC)(CCCC)[C:20]1[O:21][CH:22]=[CH:23][CH:24]=1)CCC.